From a dataset of Reaction yield outcomes from USPTO patents with 853,638 reactions. Predict the reaction yield, written as a fraction of the theoretical maximum amount of product (1.0 means a 100% yield; for example, 0.34 means a 34% yield). (1) The reactants are [CH3:1][CH2:2][C:3](=O)[CH:4]([CH2:6][CH3:7])[OH:5].[N:9]#[C:10][NH2:11].[O-]CC.[Na+].O. The catalyst is C(O)C. The product is [NH2:11][C:10]1[O:5][C:4]([CH2:6][CH3:7])=[C:3]([CH2:2][CH3:1])[N:9]=1. The yield is 0.297. (2) The reactants are [C:1]([C:4]1[O:5][C:6]2[C:12]([OH:13])=[CH:11][CH:10]=[CH:9][C:7]=2[CH:8]=1)(=[O:3])[CH3:2].C1(C)C=CC=CC=1.[C:21]([O:24][C@@H:25]1[C@@H:30]([O:31][C:32](=[O:34])[CH3:33])[C@H:29]([O:35][C:36](=[O:38])[CH3:37])[CH2:28][S:27][CH:26]1Br)(=[O:23])[CH3:22].[OH-].[Na+]. The product is [C:21]([O:24][C@@H:25]1[C@@H:30]([O:31][C:32](=[O:34])[CH3:33])[C@H:29]([O:35][C:36](=[O:38])[CH3:37])[CH2:28][S:27][C@H:26]1[O:13][C:12]1[C:6]2[O:5][C:4]([C:1](=[O:3])[CH3:2])=[CH:8][C:7]=2[CH:9]=[CH:10][CH:11]=1)(=[O:23])[CH3:22]. The yield is 0.370. The catalyst is [Cl-].[Zn+2].[Cl-].C(N(CC)CC)C.C(#N)C. (3) The reactants are C1(C)C=CC(S(O[CH:11]([CH2:13]/[CH:14]=[CH:15]/[C:16]2[CH:17]=[N:18][CH:19]=[CH:20][CH:21]=2)[CH3:12])(=O)=O)=CC=1.[CH3:23][NH2:24]. The catalyst is C(O)C. The product is [CH3:23][NH:24][CH:11]([CH2:13]/[CH:14]=[CH:15]/[C:16]1[CH:17]=[N:18][CH:19]=[CH:20][CH:21]=1)[CH3:12]. The yield is 0.516. (4) The catalyst is C(O)C. The reactants are [C:1]([C:4]1[CH:9]=[CH:8][CH:7]=[CH:6][CH:5]=1)(=[O:3])[CH3:2].Cl.[C:11]1([N:17]2[CH2:22][CH2:21][NH:20][CH2:19][CH2:18]2)[CH:16]=[CH:15][CH:14]=[CH:13][CH:12]=1.Cl.[CH2:24]=O. The yield is 0.620. The product is [C:4]1([C:1](=[O:3])[CH2:2][CH2:24][N:20]2[CH2:21][CH2:22][N:17]([C:11]3[CH:16]=[CH:15][CH:14]=[CH:13][CH:12]=3)[CH2:18][CH2:19]2)[CH:9]=[CH:8][CH:7]=[CH:6][CH:5]=1.